This data is from Forward reaction prediction with 1.9M reactions from USPTO patents (1976-2016). The task is: Predict the product of the given reaction. (1) Given the reactants [CH3:1][C:2]1[C:6]([C:7]([N:9]2[CH2:13][CH:12]3[CH2:14][N:15]([CH2:17][CH2:18][C@H:19]([NH:27][C:28](=[O:30])[CH3:29])[C:20]4[CH:25]=[CH:24][CH:23]=[C:22]([F:26])[CH:21]=4)[CH2:16][CH:11]3[CH2:10]2)=[O:8])=[C:5]([CH3:31])[N:4]([C:32]2[CH:37]=[N:36][CH:35]=[CH:34][N:33]=2)[N:3]=1.CC1[C:43]([C:44]([N:46]2[CH2:50]C3CN(CC[C@H](NC(=O)C(C)C)C4C=CC=C(F)C=4)CC3[CH2:47]2)=[O:45])=C(C)N(C2C=NC=CN=2)N=1.CC1C(C(N2CC3CN(CC[C@H](NC(C4CCCC4)=O)C4C=CC=C(F)C=4)CC3C2)=O)=C(C)N(C2C=NC=CN=2)N=1.[C:118]([O:122][C:123](N1CC(C(O)=O)C1)=O)(C)(C)[CH3:119].C(Cl)(=O)C.C(Cl)(=O)C(C)C.C1(C(Cl)=O)CCCC1.O1CCC(C(Cl)=O)C1, predict the reaction product. The product is: [CH3:1][C:2]1[C:6]([C:7]([N:9]2[CH2:10][CH:11]3[CH2:16][N:15]([CH2:17][CH2:18][C@H:19]([NH:27][C:28]([CH:29]4[CH2:119][CH2:118][O:122][CH2:123]4)=[O:30])[C:20]4[CH:25]=[CH:24][CH:23]=[C:22]([F:26])[CH:21]=4)[CH2:14][CH:12]3[CH2:13]2)=[O:8])=[C:5]([CH3:31])[N:4]([C:32]2[CH:37]=[N:36][CH:35]=[CH:34][N:33]=2)[N:3]=1.[CH3:1][C:2]1[C:6]([C:7]([N:9]2[CH2:10][CH:11]3[CH2:16][N:15]([CH2:17][CH2:18][C@H:19]([NH:27][C:28]([CH:29]4[CH2:50][N:46]([C:44](=[O:45])[CH3:43])[CH2:47]4)=[O:30])[C:20]4[CH:25]=[CH:24][CH:23]=[C:22]([F:26])[CH:21]=4)[CH2:14][CH:12]3[CH2:13]2)=[O:8])=[C:5]([CH3:31])[N:4]([C:32]2[CH:37]=[N:36][CH:35]=[CH:34][N:33]=2)[N:3]=1. (2) Given the reactants [F:1][C:2]1[CH:3]=[CH:4][C:5]([N+:15]([O-])=O)=[C:6]([CH:14]=1)[CH2:7][N:8]1[CH2:13][CH2:12][O:11][CH2:10][CH2:9]1.C(O)C.O.NN, predict the reaction product. The product is: [F:1][C:2]1[CH:3]=[CH:4][C:5]([NH2:15])=[C:6]([CH2:7][N:8]2[CH2:13][CH2:12][O:11][CH2:10][CH2:9]2)[CH:14]=1. (3) Given the reactants [Cl:1][C:2]1[CH:20]=[C:19]([O:21]C)[CH:18]=[CH:17][C:3]=1[C:4]([NH:6][C:7]1[C:12]([OH:13])=[CH:11][C:10]([O:14]C)=[CH:9][C:8]=1[Cl:16])=O.CCOC(/N=N/C(OCC)=O)=O, predict the reaction product. The product is: [Cl:16][C:8]1[C:7]2[N:6]=[C:4]([C:3]3[CH:17]=[CH:18][C:19]([OH:21])=[CH:20][C:2]=3[Cl:1])[O:13][C:12]=2[CH:11]=[C:10]([OH:14])[CH:9]=1. (4) Given the reactants [NH2:1][C:2]1[CH:3]=[C:4]2[C:20](=[O:21])[NH:19][N:18]=[CH:17][C:6]3=[C:7]([C:11]4[CH:16]=[CH:15][CH:14]=[CH:13][CH:12]=4)[NH:8][C:9]([CH:10]=1)=[C:5]23.[C:22]([O:26][C:27]([N:29]([CH2:31][C:32](O)=[O:33])[CH3:30])=[O:28])([CH3:25])([CH3:24])[CH3:23].C(N(CC)CC)C.F[P-](F)(F)(F)(F)F.N1(OC(N(C)C)=[N+](C)C)C2N=CC=CC=2N=N1, predict the reaction product. The product is: [C:22]([O:26][C:27](=[O:28])[N:29]([CH3:30])[CH2:31][C:32](=[O:33])[NH:1][C:2]1[CH:3]=[C:4]2[C:20](=[O:21])[NH:19][N:18]=[CH:17][C:6]3=[C:7]([C:11]4[CH:12]=[CH:13][CH:14]=[CH:15][CH:16]=4)[NH:8][C:9]([CH:10]=1)=[C:5]23)([CH3:25])([CH3:24])[CH3:23]. (5) Given the reactants Br[C:2]1[N:14]=[CH:13][CH:12]=[CH:11][C:3]=1[C:4]([N:6]([CH2:9][CH3:10])[CH2:7][CH3:8])=[O:5].[CH3:15][C:16]1[CH:21]=[CH:20][CH:19]=[C:18]([CH3:22])[C:17]=1B(O)O.C(=O)([O-])[O-].[K+].[K+], predict the reaction product. The product is: [CH3:15][C:16]1[CH:21]=[CH:20][CH:19]=[C:18]([CH3:22])[C:17]=1[C:2]1[N:14]=[CH:13][CH:12]=[CH:11][C:3]=1[C:4]([N:6]([CH2:9][CH3:10])[CH2:7][CH3:8])=[O:5]. (6) Given the reactants [C:1]1([C:17]2[CH:22]=[CH:21][CH:20]=[CH:19][CH:18]=2)[CH:6]=[CH:5][CH:4]=[CH:3][C:2]=1[C:7]([N:9]1[CH2:16][CH:15]2[CH:11]([CH2:12][NH:13][CH2:14]2)[CH2:10]1)=[O:8].Cl[C:24]1[N:29]=[C:28]([O:30][CH3:31])[CH:27]=[CH:26][N:25]=1, predict the reaction product. The product is: [C:1]1([C:17]2[CH:22]=[CH:21][CH:20]=[CH:19][CH:18]=2)[CH:6]=[CH:5][CH:4]=[CH:3][C:2]=1[C:7]([N:9]1[CH2:10][CH:11]2[CH:15]([CH2:14][N:13]([C:24]3[N:29]=[C:28]([O:30][CH3:31])[CH:27]=[CH:26][N:25]=3)[CH2:12]2)[CH2:16]1)=[O:8]. (7) Given the reactants [NH:1]1[CH2:6][CH2:5][CH2:4][CH2:3][CH2:2]1.Cl.C(N=C=NCCCN(C)C)C.[CH3:19][O:20][C:21]1[C:22](=[O:49])[C:23]([CH3:48])=[C:24]([CH2:30][C:31]2[C:32]([O:40][CH2:41][C:42]3[CH:47]=[CH:46][CH:45]=[CH:44][CH:43]=3)=[C:33]([CH:37]=[CH:38][CH:39]=2)[C:34](O)=[O:35])[C:25](=[O:29])[C:26]=1[O:27][CH3:28], predict the reaction product. The product is: [CH3:19][O:20][C:21]1[C:22](=[O:49])[C:23]([CH3:48])=[C:24]([CH2:30][C:31]2[C:32]([O:40][CH2:41][C:42]3[CH:43]=[CH:44][CH:45]=[CH:46][CH:47]=3)=[C:33]([CH:37]=[CH:38][CH:39]=2)[C:34]([N:1]2[CH2:6][CH2:5][CH2:4][CH2:3][CH2:2]2)=[O:35])[C:25](=[O:29])[C:26]=1[O:27][CH3:28]. (8) Given the reactants [CH3:1][O:2][C:3]1[C:4]([CH2:11][CH:12]([C:14]2[CH:19]=[CH:18][CH:17]=[CH:16][CH:15]=2)[CH3:13])=[C:5]([CH2:9]O)[CH:6]=[CH:7][CH:8]=1.O=S(Cl)[Cl:22], predict the reaction product. The product is: [Cl:22][CH2:9][C:5]1[C:4]([CH2:11][CH:12]([C:14]2[CH:19]=[CH:18][CH:17]=[CH:16][CH:15]=2)[CH3:13])=[C:3]([O:2][CH3:1])[CH:8]=[CH:7][CH:6]=1.